Dataset: Forward reaction prediction with 1.9M reactions from USPTO patents (1976-2016). Task: Predict the product of the given reaction. (1) The product is: [Cl:17][C:15]1[N:14]=[CH:13][N:12]=[C:11]([CH2:10][OH:9])[CH:16]=1. Given the reactants C([O:9][CH2:10][C:11]1[CH:16]=[C:15]([Cl:17])[N:14]=[CH:13][N:12]=1)(=O)C1C=CC=CC=1.CO, predict the reaction product. (2) The product is: [CH3:1][C:2]1[C:8]([N+:9]([O-:11])=[O:10])=[CH:7][CH:6]=[CH:5][C:3]=1[NH:4][CH2:12][CH2:13][CH3:14]. Given the reactants [CH3:1][C:2]1[C:8]([N+:9]([O-:11])=[O:10])=[CH:7][CH:6]=[CH:5][C:3]=1[NH2:4].[CH:12](=O)[CH2:13][CH3:14].CC(O)=O.[BH3-]C#N.[Na+], predict the reaction product. (3) Given the reactants [O:1]([C:8]1[CH:13]=[CH:12][C:11]([CH2:14][CH2:15][NH:16][CH:17]2[CH2:22][CH2:21][N:20]([C:23]([O:25][C:26]([CH3:29])([CH3:28])[CH3:27])=[O:24])[CH2:19][CH2:18]2)=[CH:10][CH:9]=1)[C:2]1[CH:7]=[CH:6][CH:5]=[CH:4][CH:3]=1.C=O.[C:32]([BH3-])#N.[Na+], predict the reaction product. The product is: [CH3:32][N:16]([CH2:15][CH2:14][C:11]1[CH:10]=[CH:9][C:8]([O:1][C:2]2[CH:7]=[CH:6][CH:5]=[CH:4][CH:3]=2)=[CH:13][CH:12]=1)[CH:17]1[CH2:22][CH2:21][N:20]([C:23]([O:25][C:26]([CH3:29])([CH3:28])[CH3:27])=[O:24])[CH2:19][CH2:18]1. (4) Given the reactants COC1C=CC(C([NH:11][C:12]([C:14]2[C@@H:23]([C:24]3[CH:29]=[C:28]([O:30][CH2:31][CH3:32])[C:27]([OH:33])=[C:26]([Br:34])[CH:25]=3)[C:22]3[C:21](=[O:35])[CH2:20][C@@H:19]([CH2:36][CH2:37][CH3:38])[CH2:18][C:17]=3[NH:16][C:15]=2[CH3:39])=O)C)=CC=1, predict the reaction product. The product is: [Br:34][C:26]1[CH:25]=[C:24]([C@H:23]2[C:22]3[C:21](=[O:35])[CH2:20][C@@H:19]([CH2:36][CH2:37][CH3:38])[CH2:18][C:17]=3[NH:16][C:15]([CH3:39])=[C:14]2[C:12]#[N:11])[CH:29]=[C:28]([O:30][CH2:31][CH3:32])[C:27]=1[OH:33]. (5) Given the reactants [CH:1]([N:4]1[CH2:7][CH:6]([CH2:8][O:9][C:10]2[CH:15]=[CH:14][C:13]([C:16]3([CH2:22][NH2:23])[CH2:21][CH2:20][O:19][CH2:18][CH2:17]3)=[CH:12][CH:11]=2)[CH2:5]1)([CH3:3])[CH3:2].Br[C:25]1[CH:30]=[CH:29][CH:28]=[CH:27][N:26]=1.C1(P(C2C=CC=CC=2)C2C=CC3C(=CC=CC=3)C=2C2C3C(=CC=CC=3)C=CC=2P(C2C=CC=CC=2)C2C=CC=CC=2)C=CC=CC=1.CC(C)([O-])C.[Na+], predict the reaction product. The product is: [CH:1]([N:4]1[CH2:7][CH:6]([CH2:8][O:9][C:10]2[CH:15]=[CH:14][C:13]([C:16]3([CH2:22][NH:23][C:25]4[CH:30]=[CH:29][CH:28]=[CH:27][N:26]=4)[CH2:21][CH2:20][O:19][CH2:18][CH2:17]3)=[CH:12][CH:11]=2)[CH2:5]1)([CH3:3])[CH3:2]. (6) Given the reactants [NH2:1][C:2]1[S:6][N:5]=[C:4]([CH3:7])[C:3]=1[C:8]([NH:10][C:11]1[CH:16]=[CH:15][CH:14]=[CH:13][C:12]=1[CH2:17][CH3:18])=[O:9].Cl[C:20]1[N:27]=[CH:26][CH:25]=[CH:24][C:21]=1[C:22]#[N:23].C(=O)([O-])[O-].[Cs+].[Cs+].CC1(C)C2C(=C(P(C3C=CC=CC=3)C3C=CC=CC=3)C=CC=2)OC2C(P(C3C=CC=CC=3)C3C=CC=CC=3)=CC=CC1=2, predict the reaction product. The product is: [C:22]([C:21]1[C:20]([NH:1][C:2]2[S:6][N:5]=[C:4]([CH3:7])[C:3]=2[C:8]([NH:10][C:11]2[CH:16]=[CH:15][CH:14]=[CH:13][C:12]=2[CH2:17][CH3:18])=[O:9])=[N:27][CH:26]=[CH:25][CH:24]=1)#[N:23]. (7) Given the reactants OCCN1CCN(CC(NC2C(SC)=NC(C)=CC=2SC)=O)CC1.O[CH2:26][CH2:27][N:28]1[CH2:33][CH2:32][N:31]([CH2:34][C:35]([NH:37][C:38]2[C:39]([O:49][CH:50]([CH3:52])[CH3:51])=[N:40][C:41]([CH3:48])=[CH:42][C:43]=2[O:44][CH:45]([CH3:47])[CH3:46])=[O:36])[CH2:30][CH2:29]1.SC1NC2C=CC=CC=2N=1.[SH:63][C:64]1[O:65][C:66]2[CH:72]=[CH:71][CH:70]=[CH:69][C:67]=2[N:68]=1, predict the reaction product. The product is: [O:65]1[C:66]2[CH:72]=[CH:71][CH:70]=[CH:69][C:67]=2[N:68]=[C:64]1[S:63][CH2:26][CH2:27][N:28]1[CH2:33][CH2:32][N:31]([CH2:34][C:35]([NH:37][C:38]2[C:39]([O:49][CH:50]([CH3:51])[CH3:52])=[N:40][C:41]([CH3:48])=[CH:42][C:43]=2[O:44][CH:45]([CH3:46])[CH3:47])=[O:36])[CH2:30][CH2:29]1.